Dataset: Peptide-MHC class II binding affinity with 134,281 pairs from IEDB. Task: Regression. Given a peptide amino acid sequence and an MHC pseudo amino acid sequence, predict their binding affinity value. This is MHC class II binding data. (1) The peptide sequence is AYKTAEGATPEAKYD. The MHC is HLA-DQA10101-DQB10501 with pseudo-sequence HLA-DQA10101-DQB10501. The binding affinity (normalized) is 0. (2) The peptide sequence is AAGAATTAAGAASGA. The MHC is DRB3_0101 with pseudo-sequence DRB3_0101. The binding affinity (normalized) is 0. (3) The peptide sequence is TLSLAIEAAIQDLRN. The MHC is DRB3_0101 with pseudo-sequence DRB3_0101. The binding affinity (normalized) is 0.385.